This data is from Full USPTO retrosynthesis dataset with 1.9M reactions from patents (1976-2016). The task is: Predict the reactants needed to synthesize the given product. (1) Given the product [CH3:3][CH:2]([S:4]([NH:7][C@@H:8]1[CH2:12][CH2:11][CH2:10][C@@H:9]1[C:13]1[CH:18]=[CH:17][C:16]([N+:19]([O-:21])=[O:20])=[CH:15][CH:14]=1)(=[O:6])=[O:5])[CH3:1], predict the reactants needed to synthesize it. The reactants are: [CH3:1][CH:2]([S:4]([NH:7][C@@H:8]1[CH2:12][CH2:11][CH2:10][C@@H:9]1[C:13]1[CH:18]=[CH:17][CH:16]=[CH:15][CH:14]=1)(=[O:6])=[O:5])[CH3:3].[N+:19]([O-])([O-:21])=[O:20].[Na+]. (2) Given the product [NH:15]=[CH:14][C:2]1[CH:7]=[CH:6][C:5]([CH2:8][C:9]([O:11][CH2:12][CH3:13])=[O:10])=[CH:4][CH:3]=1, predict the reactants needed to synthesize it. The reactants are: Br[C:2]1[CH:7]=[CH:6][C:5]([CH2:8][C:9]([O:11][CH2:12][CH3:13])=[O:10])=[CH:4][CH:3]=1.[CH3:14][N:15](C)C=O. (3) Given the product [Cl:25][C:22]1[CH:21]=[CH:20][C:19]([CH2:18][C:13]2[CH:14]=[CH:15][CH:16]=[CH:17][C:12]=2[OH:11])=[CH:24][CH:23]=1, predict the reactants needed to synthesize it. The reactants are: CSC.C([O:11][C:12]1[CH:17]=[CH:16][CH:15]=[CH:14][C:13]=1[CH2:18][C:19]1[CH:24]=[CH:23][C:22]([Cl:25])=[CH:21][CH:20]=1)C1C=CC=CC=1.O. (4) Given the product [C:1]([O:5][C:6](=[O:23])[N:7]([C:9]([C:15]1[CH:20]=[CH:19][C:18]([Cl:21])=[C:17]([Cl:22])[CH:16]=1)([CH:13]=[O:14])[CH2:10][CH:11]=[CH2:12])[CH3:8])([CH3:2])([CH3:3])[CH3:4], predict the reactants needed to synthesize it. The reactants are: [C:1]([O:5][C:6](=[O:23])[N:7]([C:9]([C:15]1[CH:20]=[CH:19][C:18]([Cl:21])=[C:17]([Cl:22])[CH:16]=1)([CH2:13][OH:14])[CH2:10][CH:11]=[CH2:12])[CH3:8])([CH3:4])([CH3:3])[CH3:2].C(N(CC)CC)C.N1C=CC=CC=1.S(=O)(=O)=O. (5) Given the product [Cl:1][C:2]1[CH:3]=[C:4]([CH:8]=[CH:9][C:10]=1[O:11][CH2:12][O:13][CH3:14])[C:5]([NH:46][C:37]([CH3:39])([C:40]1[CH:45]=[CH:44][CH:43]=[CH:42][CH:41]=1)[CH3:38])=[O:7], predict the reactants needed to synthesize it. The reactants are: [Cl:1][C:2]1[CH:3]=[C:4]([CH:8]=[CH:9][C:10]=1[O:11][CH2:12][O:13][CH3:14])[C:5]([OH:7])=O.CCN=C=NCCCN(C)C.C1C=C2N=NN(O)C2=CC=1.O.[C:37]([NH2:46])([C:40]1[CH:45]=[CH:44][CH:43]=[CH:42][CH:41]=1)([CH3:39])[CH3:38].